The task is: Predict the reactants needed to synthesize the given product.. This data is from Full USPTO retrosynthesis dataset with 1.9M reactions from patents (1976-2016). (1) The reactants are: [F:1][C:2]1[CH:3]=[C:4]2[C:9](=[CH:10][CH:11]=1)[N:8]=[CH:7][C:6]([C:12]1[CH:13]=[N:14][N:15]3[C:20]([NH2:21])=[CH:19][C:18]([CH:22]([NH:24][CH:25]4[CH2:30][CH2:29][O:28][CH2:27][CH2:26]4)[CH3:23])=[N:17][C:16]=13)=[CH:5]2.C1C(=O)N([Br:38])C(=O)C1. Given the product [Br:38][C:19]1[C:18]([CH:22]([NH:24][CH:25]2[CH2:26][CH2:27][O:28][CH2:29][CH2:30]2)[CH3:23])=[N:17][C:16]2[N:15]([N:14]=[CH:13][C:12]=2[C:6]2[CH:7]=[N:8][C:9]3[C:4]([CH:5]=2)=[CH:3][C:2]([F:1])=[CH:11][CH:10]=3)[C:20]=1[NH2:21], predict the reactants needed to synthesize it. (2) The reactants are: [OH:1][C:2]1[N:10]=[C:9]2[C:5]([NH:6][CH:7]=[N:8]2)=[C:4](Cl)[N:3]=1.[Cl:12][C:13]1[CH:14]=[C:15]([CH:18]=[CH:19][CH:20]=1)[CH2:16][NH2:17].C(N(CC)CC)C. Given the product [OH:1][C:2]1[N:10]=[C:9]2[C:5]([NH:6][CH:7]=[N:8]2)=[C:4]([NH:17][CH2:16][C:15]2[CH:18]=[CH:19][CH:20]=[C:13]([Cl:12])[CH:14]=2)[N:3]=1, predict the reactants needed to synthesize it. (3) Given the product [C:11]([CH2:2][CH:3]([OH:10])[CH2:4][C:5]([O:7][CH2:8][CH3:9])=[O:6])#[N:12], predict the reactants needed to synthesize it. The reactants are: I[CH2:2][C@@H:3]([OH:10])[CH2:4][C:5]([O:7][CH2:8][CH3:9])=[O:6].[C-:11]#[N:12].[Na+]. (4) The reactants are: [CH2:1]([O:5][C:6]1[N:14]=[C:13]2[C:9]([N:10]=[C:11]([O:22]C)[N:12]2[CH2:15][CH:16]2CCNCC2)=[C:8]([NH2:24])[N:7]=1)[CH2:2][CH2:3][CH3:4].BrCC[OH:28].[CH3:29][CH2:30][N:31]([CH:35]([CH3:37])C)[CH:32]([CH3:34])C. Given the product [NH2:24][C:8]1[N:7]=[C:6]([O:5][CH2:1][CH2:2][CH2:3][CH3:4])[N:14]=[C:13]2[C:9]=1[NH:10][C:11](=[O:22])[N:12]2[CH2:15][CH:16]1[CH2:34][CH2:32][N:31]([CH2:30][CH2:29][OH:28])[CH2:35][CH2:37]1, predict the reactants needed to synthesize it.